Predict the product of the given reaction. From a dataset of Forward reaction prediction with 1.9M reactions from USPTO patents (1976-2016). (1) Given the reactants Br[C:2]1[CH:3]=[C:4]2[C:9](=[CH:10][C:11]=1[O:12][CH3:13])[N:8]=[CH:7][CH:6]=[C:5]2[NH:14][C:15]1[C:19]([CH3:20])=[C:18]([CH3:21])[NH:17][N:16]=1.[O:22]1[CH2:27][CH2:26][CH:25]([SH:28])[CH2:24][CH2:23]1.CC(C)([O-])C.[K+].O(C1C=CC=CC=1P(C1C=CC=CC=1)C1C=CC=CC=1)C1C=CC=CC=1P(C1C=CC=CC=1)C1C=CC=CC=1, predict the reaction product. The product is: [CH3:20][C:19]1[C:15]([NH:14][C:5]2[C:4]3[C:9](=[CH:10][C:11]([O:12][CH3:13])=[C:2]([S:28][CH:25]4[CH2:26][CH2:27][O:22][CH2:23][CH2:24]4)[CH:3]=3)[N:8]=[CH:7][CH:6]=2)=[N:16][NH:17][C:18]=1[CH3:21]. (2) Given the reactants [CH3:1][O:2][CH2:3][CH2:4][N:5]1[CH:9]=[CH:8][C:7]([NH2:10])=[N:6]1.N1C(C)=CC=CC=1C.[CH:19]1([CH2:24][C@H:25]([C:29]2[CH:34]=[CH:33][C:32]([S:35]([CH3:38])(=[O:37])=[O:36])=[C:31]([CH3:39])[CH:30]=2)[C:26](Cl)=[O:27])[CH2:23][CH2:22][CH2:21][CH2:20]1, predict the reaction product. The product is: [CH:19]1([CH2:24][C@H:25]([C:29]2[CH:34]=[CH:33][C:32]([S:35]([CH3:38])(=[O:37])=[O:36])=[C:31]([CH3:39])[CH:30]=2)[C:26]([NH:10][C:7]2[CH:8]=[CH:9][N:5]([CH2:4][CH2:3][O:2][CH3:1])[N:6]=2)=[O:27])[CH2:23][CH2:22][CH2:21][CH2:20]1. (3) Given the reactants [N:1]1[C:5]2[CH:6]=[CH:7][C:8]([C:10]([N:12]3[CH2:19][CH2:18][CH:17]4[C:20]([CH3:22])([CH3:21])[CH:13]3[CH2:14][C:15]3[C:26]([O:27]C)=[CH:25][CH:24]=[CH:23][C:16]=34)=[O:11])=[CH:9][C:4]=2[NH:3][CH:2]=1, predict the reaction product. The product is: [N:1]1[C:5]2[CH:6]=[CH:7][C:8]([C:10]([N:12]3[CH2:19][CH2:18][CH:17]4[C:20]([CH3:22])([CH3:21])[CH:13]3[CH2:14][C:15]3[C:26]([OH:27])=[CH:25][CH:24]=[CH:23][C:16]=34)=[O:11])=[CH:9][C:4]=2[NH:3][CH:2]=1. (4) Given the reactants [C:1]12[C:7](=[CH:8][CH:9]=[CH:10][CH:11]=1)[NH:6]C(=O)[O:4][C:2]2=O.[O:13]1[CH2:18][CH2:17][N:16]([C:19]2[CH:25]=[CH:24][C:22]([NH2:23])=[CH:21][CH:20]=2)[CH2:15][CH2:14]1, predict the reaction product. The product is: [NH2:6][C:7]1[CH:8]=[CH:9][CH:10]=[CH:11][C:1]=1[C:2]([NH:23][C:22]1[CH:21]=[CH:20][C:19]([N:16]2[CH2:17][CH2:18][O:13][CH2:14][CH2:15]2)=[CH:25][CH:24]=1)=[O:4]. (5) Given the reactants CC[N+](S(N=C(OC)[O-])(=O)=O)(CC)CC.[Cl:16][C:17]1[CH:18]=[CH:19][C:20]([N+:52]([O-:54])=[O:53])=[C:21]([C:23]2[CH:28]=[CH:27][N:26]([CH:29]([CH2:43][C:44]3[CH:49]=[CH:48][C:47]([F:50])=[CH:46][CH:45]=3)[C:30]([NH:32][NH:33][C:34](=O)[C:35]3[CH:40]=[CH:39][C:38]([F:41])=[CH:37][CH:36]=3)=[O:31])[C:25](=[O:51])[CH:24]=2)[CH:22]=1, predict the reaction product. The product is: [Cl:16][C:17]1[CH:18]=[CH:19][C:20]([N+:52]([O-:54])=[O:53])=[C:21]([C:23]2[CH:28]=[CH:27][N:26]([CH:29]([C:30]3[O:31][C:34]([C:35]4[CH:40]=[CH:39][C:38]([F:41])=[CH:37][CH:36]=4)=[N:33][N:32]=3)[CH2:43][C:44]3[CH:49]=[CH:48][C:47]([F:50])=[CH:46][CH:45]=3)[C:25](=[O:51])[CH:24]=2)[CH:22]=1. (6) The product is: [C:21]([N:18]1[CH2:19][CH2:20][CH:15]([N:3]([CH3:2])[C:4]([C:6]2[CH:14]=[CH:13][C:9]3=[N:10][O:11][N:12]=[C:8]3[CH:7]=2)=[O:5])[CH2:16][CH2:17]1)(=[O:23])[CH3:22]. Given the reactants Cl.[CH3:2][N:3]([CH:15]1[CH2:20][CH2:19][NH:18][CH2:17][CH2:16]1)[C:4]([C:6]1[CH:14]=[CH:13][C:9]2=[N:10][O:11][N:12]=[C:8]2[CH:7]=1)=[O:5].[C:21](OC(=O)C)(=[O:23])[CH3:22].C(N(CC)CC)C, predict the reaction product.